From a dataset of Forward reaction prediction with 1.9M reactions from USPTO patents (1976-2016). Predict the product of the given reaction. (1) The product is: [Cl:10][CH:8]([CH3:9])[C:7]([NH:4][CH2:3][CH2:1][OH:2])=[O:6]. Given the reactants [CH2:1]([CH2:3][NH2:4])[OH:2].C[O:6][C:7](=O)[CH:8]([Cl:10])[CH3:9], predict the reaction product. (2) Given the reactants [C:1]([OH:11])(=[O:10])[C:2]1[CH:7]=[CH:6][CH:5]=[C:4]([O:8][CH3:9])[CH:3]=1.S(Cl)(Cl)=O.[C:16]([Cl:26])(=O)C1C=CC=C(OC)C=1.C=O, predict the reaction product. The product is: [CH3:9][O:8][C:4]1[CH:3]=[C:2]([CH:7]=[CH:6][CH:5]=1)[C:1]([O:11][CH2:16][Cl:26])=[O:10]. (3) Given the reactants C(OC(=O)[NH:7][CH2:8][C:9]1[CH:10]=[C:11]([C:15]2[CH:20]=[CH:19][C:18]([O:21][C:22]3[CH:27]=[CH:26][C:25]([S:28]([NH:31][C:32]4[S:33][CH:34]=[CH:35][N:36]=4)(=[O:30])=[O:29])=[CH:24][C:23]=3[C:37]#[N:38])=[C:17]([C:39]3[N:43]([CH3:44])[N:42]=[CH:41][CH:40]=3)[CH:16]=2)[CH:12]=[CH:13][CH:14]=1)(C)(C)C.[ClH:46], predict the reaction product. The product is: [ClH:46].[NH2:7][CH2:8][C:9]1[CH:10]=[C:11]([C:15]2[CH:20]=[CH:19][C:18]([O:21][C:22]3[CH:27]=[CH:26][C:25]([S:28]([NH:31][C:32]4[S:33][CH:34]=[CH:35][N:36]=4)(=[O:29])=[O:30])=[CH:24][C:23]=3[C:37]#[N:38])=[C:17]([C:39]3[N:43]([CH3:44])[N:42]=[CH:41][CH:40]=3)[CH:16]=2)[CH:12]=[CH:13][CH:14]=1.